Dataset: Forward reaction prediction with 1.9M reactions from USPTO patents (1976-2016). Task: Predict the product of the given reaction. Given the reactants [NH2:1][C:2]1[NH:6][N:5]=[CH:4][CH:3]=1.[Na].[C:8](OCC)(=[O:17])[CH2:9][C:10]([C:12]([O:14][CH2:15][CH3:16])=[O:13])=O.C(O)(=O)C, predict the reaction product. The product is: [CH2:15]([O:14][C:12]([C:10]1[C:3]2[CH:4]=[N:5][NH:6][C:2]=2[N:1]=[C:8]([OH:17])[CH:9]=1)=[O:13])[CH3:16].